From a dataset of Full USPTO retrosynthesis dataset with 1.9M reactions from patents (1976-2016). Predict the reactants needed to synthesize the given product. (1) The reactants are: Cl.[S:2]1[CH:6]=[CH:5][CH:4]=[C:3]1[S:7]([N:10]1[CH2:15][CH2:14][NH:13][CH2:12][CH2:11]1)(=[O:9])=[O:8].CC(C)([O-])C.[Na+].C1(P(C2CCCCC2)C2C=CC=CC=2C2C(OC(C)C)=CC=CC=2OC(C)C)CCCCC1.Br[C:56]1[CH:61]=[CH:60][C:59]([C:62]([OH:68])([CH3:67])[C:63]([F:66])([F:65])[F:64])=[CH:58][CH:57]=1. Given the product [F:64][C:63]([F:65])([F:66])[C:62]([C:59]1[CH:58]=[CH:57][C:56]([N:13]2[CH2:12][CH2:11][N:10]([S:7]([C:3]3[S:2][CH:6]=[CH:5][CH:4]=3)(=[O:9])=[O:8])[CH2:15][CH2:14]2)=[CH:61][CH:60]=1)([OH:68])[CH3:67], predict the reactants needed to synthesize it. (2) Given the product [Cl:8][C:3]1[C:2]([NH:1][CH:11]=[C:12]2[C:13](=[O:21])[O:14][C:15]([CH3:19])([CH3:20])[O:16][C:17]2=[O:18])=[CH:7][CH:6]=[CH:5][N:4]=1, predict the reactants needed to synthesize it. The reactants are: [NH2:1][C:2]1[C:3]([Cl:8])=[N:4][CH:5]=[CH:6][CH:7]=1.CO[CH:11]=[C:12]1[C:17](=[O:18])[O:16][C:15]([CH3:20])([CH3:19])[O:14][C:13]1=[O:21]. (3) Given the product [CH3:15][C:3]1[C:2]2[O:1][CH:13]([O:17][CH3:16])[CH2:12][C:11]=2[CH:10]=[CH:9][C:4]=1[C:5]([O:7][CH3:8])=[O:6], predict the reactants needed to synthesize it. The reactants are: [OH:1][C:2]1[C:3]([CH3:15])=[C:4]([CH:9]=[CH:10][C:11]=1[CH2:12][CH:13]=C)[C:5]([O:7][CH3:8])=[O:6].[CH3:16][OH:17]. (4) Given the product [C:14]1([C@@H:12]([N:8]2[C:7](=[O:20])[CH:6]3[CH2:21][O:22][CH2:23][CH2:24][N:5]3[C:4]3[N:3]=[C:2]([C:36]4[CH:35]=[CH:34][NH:38][N:37]=4)[N:11]=[CH:10][C:9]2=3)[CH3:13])[CH:19]=[CH:18][CH:17]=[CH:16][CH:15]=1, predict the reactants needed to synthesize it. The reactants are: Cl[C:2]1[N:11]=[CH:10][C:9]2[N:8]([CH:12]([C:14]3[CH:19]=[CH:18][CH:17]=[CH:16][CH:15]=3)[CH3:13])[C:7](=[O:20])[C@@H:6]3[CH2:21][O:22][CH2:23][CH2:24][N:5]3[C:4]=2[N:3]=1.B1([C:34]2[NH:38][N:37]=[CH:36][CH:35]=2)OC(C)(C)C(C)(C)O1.O1CCOCC1.C([O-])(O)=O.[Na+]. (5) Given the product [CH2:1]([O:3][C:4]([C:6]1([C:9]2[CH:10]=[CH:11][C:12]([C:15]3[CH:20]=[CH:19][C:18]([C:21]4[O:25][N:24]=[C:23]([CH3:26])[C:22]=4[NH:27][C:29]4[CH:30]=[N:31][CH:32]=[C:33]([C:35]5[CH:36]=[CH:37][CH:38]=[CH:39][CH:40]=5)[CH:34]=4)=[CH:17][CH:16]=3)=[CH:13][CH:14]=2)[CH2:8][CH2:7]1)=[O:5])[CH3:2], predict the reactants needed to synthesize it. The reactants are: [CH2:1]([O:3][C:4]([C:6]1([C:9]2[CH:14]=[CH:13][C:12]([C:15]3[CH:20]=[CH:19][C:18]([C:21]4[O:25][N:24]=[C:23]([CH3:26])[C:22]=4[NH2:27])=[CH:17][CH:16]=3)=[CH:11][CH:10]=2)[CH2:8][CH2:7]1)=[O:5])[CH3:2].Br[C:29]1[CH:30]=[N:31][CH:32]=[C:33]([C:35]2[CH:40]=[CH:39][CH:38]=[CH:37][CH:36]=2)[CH:34]=1. (6) Given the product [CH:19]1[C:27]2[C:26]3[CH:28]=[CH:29][CH:30]=[CH:31][C:25]=3[O:24][C:23]=2[CH:22]=[CH:21][C:20]=1[CH2:32][N:1]1[CH:2]([C:9]2[C:14]([O:15][CH3:16])=[CH:13][CH:12]=[CH:11][C:10]=2[O:17][CH3:18])[CH2:3][CH2:4][C:5]1=[O:7], predict the reactants needed to synthesize it. The reactants are: [NH2:1][CH:2]([C:9]1[C:14]([O:15][CH3:16])=[CH:13][CH:12]=[CH:11][C:10]=1[O:17][CH3:18])[CH2:3][CH2:4][C:5]([O:7]C)=O.[CH:19]1[C:27]2[C:26]3[CH:28]=[CH:29][CH:30]=[CH:31][C:25]=3[O:24][C:23]=2[CH:22]=[CH:21][C:20]=1[CH:32]=O. (7) Given the product [CH2:1]([C:12]1[CH:13]=[CH:14][C:9]([O:8][CH2:1][C:2]2[CH:7]=[CH:6][CH:5]=[CH:4][CH:3]=2)=[C:10]([N:16]2[S:20](=[O:22])(=[O:21])[NH:19][C:18](=[O:23])[CH2:17]2)[CH:11]=1)[C:2]1[CH:7]=[CH:6][CH:5]=[CH:4][CH:3]=1, predict the reactants needed to synthesize it. The reactants are: [CH2:1]([O:8][C:9]1[CH:14]=[CH:13][C:12](Br)=[CH:11][C:10]=1[N:16]1[S:20](=[O:22])(=[O:21])[NH:19][C:18](=[O:23])[CH2:17]1)[C:2]1[CH:7]=[CH:6][CH:5]=[CH:4][CH:3]=1.C(=O)([O-])[O-].[Na+].[Na+]. (8) Given the product [NH:1]1[C:5]2[CH:6]=[CH:7][CH:8]=[CH:9][C:4]=2[N:3]=[C:2]1[CH:10]([NH:20][C:28]([NH:25][CH2:24][C:23]([F:27])([F:26])[F:22])=[O:29])[CH2:11][C:12]1[CH:17]=[CH:16][C:15]([O:18][CH3:19])=[CH:14][CH:13]=1, predict the reactants needed to synthesize it. The reactants are: [NH:1]1[C:5]2[CH:6]=[CH:7][CH:8]=[CH:9][C:4]=2[N:3]=[C:2]1[CH:10]([NH2:20])[CH2:11][C:12]1[CH:17]=[CH:16][C:15]([O:18][CH3:19])=[CH:14][CH:13]=1.Cl.[F:22][C:23]([F:27])([F:26])[CH2:24][NH2:25].[C:28](O)(C(F)(F)F)=[O:29].